From a dataset of HIV replication inhibition screening data with 41,000+ compounds from the AIDS Antiviral Screen. Binary Classification. Given a drug SMILES string, predict its activity (active/inactive) in a high-throughput screening assay against a specified biological target. (1) The compound is CCC1(OC(=O)CN(C)C)C(=O)OCc2c1cc1n(c2=O)Cc2cc3ccccc3nc2-1.Cl. The result is 0 (inactive). (2) The compound is COC(=O)C(=O)C1CSC2=C(CS(=O)(=O)c3ccccc32)C1=O. The result is 0 (inactive). (3) The compound is CCOC(=O)c1c(N2CCOCC2)nc(O)c(C(c2ccc(N(C)C)cc2)c2c(O)nc(N3CCOCC3)c(C(=O)OCC)c2O)c1O. The result is 0 (inactive). (4) The molecule is CSC(=O)c1sc(SC)[n+](-c2ccccc2)c1O. The result is 0 (inactive). (5) The result is 0 (inactive). The molecule is CCCCC(C=O)(C=C=C(C)C)CC. (6) The result is 0 (inactive). The molecule is N#Cc1c(NCCc2ccc(F)cc2)c2ccccc2n2c1nc1ccccc12. (7) The molecule is O=C1c2c(O)ccc(O)c2C(=O)c2c(NCCNCCO)ccc(NCCNCCO)c21. The result is 0 (inactive). (8) The drug is CCN(CC)c1c(-c2ccccc2)nnc2c3ccccc3nn12. The result is 0 (inactive). (9) The drug is CN(C)C(=O)CC(C(=O)O)c1c[nH]c2ccccc12. The result is 0 (inactive).